This data is from Full USPTO retrosynthesis dataset with 1.9M reactions from patents (1976-2016). The task is: Predict the reactants needed to synthesize the given product. (1) Given the product [Br:13][C:7]1[CH:8]=[C:3]([C:2]([F:11])([F:12])[F:1])[CH:4]=[C:5]([OH:10])[C:6]=1[OH:9], predict the reactants needed to synthesize it. The reactants are: [F:1][C:2]([F:12])([F:11])[C:3]1[CH:4]=[C:5]([OH:10])[C:6]([OH:9])=[CH:7][CH:8]=1.[Br:13]Br. (2) Given the product [P:6]([O:5][C:1]([CH3:4])([CH3:3])[CH3:2])([O:8][C:9]([CH3:12])([CH3:11])[CH3:10])([O:13][CH2:14][C:15]([NH2:18])([CH3:17])[CH3:16])=[O:7], predict the reactants needed to synthesize it. The reactants are: [C:1]([O:5][P:6]([O:13][CH2:14][C:15]([NH:18]C(=O)OCC1C=CC=CC=1)([CH3:17])[CH3:16])([O:8][C:9]([CH3:12])([CH3:11])[CH3:10])=[O:7])([CH3:4])([CH3:3])[CH3:2].C(OCC)(=O)C.[H][H]. (3) Given the product [CH3:26][N:27]1[CH:31]=[C:30]([C:2]2[CH:3]=[C:4]([C:8]3[S:12][C:11]([NH:13][C:14]4[CH:19]=[C:18]([N:20]5[CH2:25][CH2:24][O:23][CH2:22][CH2:21]5)[CH:17]=[CH:16][N:15]=4)=[N:10][CH:9]=3)[CH:5]=[N:6][CH:7]=2)[CH:29]=[N:28]1, predict the reactants needed to synthesize it. The reactants are: Br[C:2]1[CH:3]=[C:4]([C:8]2[S:12][C:11]([NH:13][C:14]3[CH:19]=[C:18]([N:20]4[CH2:25][CH2:24][O:23][CH2:22][CH2:21]4)[CH:17]=[CH:16][N:15]=3)=[N:10][CH:9]=2)[CH:5]=[N:6][CH:7]=1.[CH3:26][N:27]1[CH:31]=[C:30](B2OC(C)(C)C(C)(C)O2)[CH:29]=[N:28]1.[Li+].[Cl-].C([O-])([O-])=O.[Na+].[Na+].